From a dataset of Full USPTO retrosynthesis dataset with 1.9M reactions from patents (1976-2016). Predict the reactants needed to synthesize the given product. (1) Given the product [Cl:1][C:2]1[CH:10]=[CH:9][CH:8]=[C:7]2[C:3]=1[C:4]([C:16]([NH:20][CH2:21][C:22]1([OH:32])[CH2:27][CH2:26][CH2:25][CH:24]([C:28]([F:30])([F:31])[F:29])[CH2:23]1)=[O:18])=[CH:5][N:6]2[CH:11]1[CH2:15][CH2:14][O:13][CH2:12]1, predict the reactants needed to synthesize it. The reactants are: [Cl:1][C:2]1[CH:10]=[CH:9][CH:8]=[C:7]2[C:3]=1[C:4]([C:16]([OH:18])=O)=[CH:5][N:6]2[CH:11]1[CH2:15][CH2:14][O:13][CH2:12]1.Cl.[NH2:20][CH2:21][C:22]1([OH:32])[CH2:27][CH2:26][CH2:25][CH:24]([C:28]([F:31])([F:30])[F:29])[CH2:23]1.C(Cl)CCl.N1(O)C2C=CC=CC=2N=N1.C(N(C(C)C)C(C)C)C. (2) Given the product [Cl:45][C:42]1[CH:39]=[CH:14][CH:13]=[CH:12][C:11]=1[CH2:16][N:17]1[C:18]([OH:38])=[C:19]([C:34]([NH:8][CH2:7][C:3]2[CH:2]=[N:1][CH:6]=[CH:5][CH:4]=2)=[O:36])[C:20]([OH:33])=[C:21]([C:24]([NH:26][CH2:27][C:28]([OH:30])=[O:29])=[O:25])[C:22]1=[O:23], predict the reactants needed to synthesize it. The reactants are: [N:1]1[CH:6]=[CH:5][CH:4]=[C:3]([CH2:7][NH2:8])[CH:2]=1.ClC1C=[CH:14][CH:13]=[CH:12][C:11]=1[CH2:16][N:17]1[C:22](=[O:23])[C:21]([C:24]([NH:26][CH2:27][C:28]([O:30]CC)=[O:29])=[O:25])=[C:20]([OH:33])[C:19]([C:34]([O:36]C)=O)=[C:18]1[OH:38].[CH3:39]CO.[CH:42]([Cl:45])(Cl)Cl. (3) Given the product [ClH:39].[NH2:8][C:9]1([C:12]2[NH:13][C:14]([C:22]3[C:31]([F:32])=[CH:30][CH:29]=[C:28]4[C:23]=3[N:24]=[C:25]([NH:34][CH:35]3[CH2:37][CH2:36]3)[C:26]([CH3:33])=[N:27]4)=[CH:15][C:16]=2[C:17]([OH:19])=[O:18])[CH2:10][CH2:11]1, predict the reactants needed to synthesize it. The reactants are: C(OC([NH:8][C:9]1([C:12]2[NH:13][C:14]([C:22]3[C:31]([F:32])=[CH:30][CH:29]=[C:28]4[C:23]=3[N:24]=[C:25]([NH:34][CH:35]3[CH2:37][CH2:36]3)[C:26]([CH3:33])=[N:27]4)=[CH:15][C:16]=2[C:17]([O:19]CC)=[O:18])[CH2:11][CH2:10]1)=O)(C)(C)C.O.[ClH:39].[OH-].[Na+]. (4) Given the product [Cl:1][C:2]1[C:3]([F:22])=[C:4]([CH:19]=[CH:20][CH:21]=1)[NH:5][C:6]1[C:15]2[C:10](=[CH:11][C:12]([O:17][CH3:18])=[C:13]([O:16][CH:40]3[CH2:41][CH2:36][CH2:37][N:38]([C:42]([O:44][C:45]([CH3:48])([CH3:47])[CH3:46])=[O:43])[CH2:39]3)[CH:14]=2)[N:9]=[CH:8][N:7]=1, predict the reactants needed to synthesize it. The reactants are: [Cl:1][C:2]1[C:3]([F:22])=[C:4]([CH:19]=[CH:20][CH:21]=1)[NH:5][C:6]1[C:15]2[C:10](=[CH:11][C:12]([O:17][CH3:18])=[C:13]([OH:16])[CH:14]=2)[N:9]=[CH:8][N:7]=1.[N+](C1C=CC(S(O[CH:36]2[CH2:41][CH2:40][CH2:39][N:38]([C:42]([O:44][C:45]([CH3:48])([CH3:47])[CH3:46])=[O:43])[CH2:37]2)(=O)=O)=CC=1)([O-])=O.[F-].[Cs+]. (5) Given the product [F:12][C:4]1[CH:3]=[C:2]([CH:7]=[CH:6][C:5]=1[C:8]([F:11])([F:10])[F:9])[C:26]([C@H:28]1[CH2:32][CH2:31][CH2:30][N:29]1[C:33]([O:35][C:36]([CH3:39])([CH3:38])[CH3:37])=[O:34])=[O:27], predict the reactants needed to synthesize it. The reactants are: Br[C:2]1[CH:7]=[CH:6][C:5]([C:8]([F:11])([F:10])[F:9])=[C:4]([F:12])[CH:3]=1.CCOCC.C([Li])CCC.CON(C)[C:26]([C@H:28]1[CH2:32][CH2:31][CH2:30][N:29]1[C:33]([O:35][C:36]([CH3:39])([CH3:38])[CH3:37])=[O:34])=[O:27]. (6) Given the product [CH2:1]([N:8]1[C:16]2[C:11](=[CH:12][CH:13]=[CH:14][CH:15]=2)[C:10]([CH2:17][CH2:18][CH:19]([CH2:25]/[CH:26]=[CH:27]/[C:28]2[CH:33]=[CH:32][CH:31]=[CH:30][CH:29]=2)[C:20]([O:22][CH3:23])=[O:21])=[CH:9]1)[C:2]1[CH:3]=[CH:4][CH:5]=[CH:6][CH:7]=1, predict the reactants needed to synthesize it. The reactants are: [CH2:1]([N:8]1[C:16]2[C:11](=[CH:12][CH:13]=[CH:14][CH:15]=2)[C:10]([CH2:17][CH2:18][CH2:19][C:20]([O:22][CH3:23])=[O:21])=[CH:9]1)[C:2]1[CH:7]=[CH:6][CH:5]=[CH:4][CH:3]=1.Br[CH2:25]/[CH:26]=[CH:27]/[C:28]1[CH:33]=[CH:32][CH:31]=[CH:30][CH:29]=1. (7) Given the product [N:4]12[CH2:9][CH2:8][CH:7]([CH2:10][CH2:11]1)[C@@H:6]([NH:12][C:13]([C:15]1[O:16][C:17]3[CH:23]=[C:22]([NH2:24])[CH:21]=[CH:20][C:18]=3[CH:19]=1)=[O:14])[CH2:5]2, predict the reactants needed to synthesize it. The reactants are: [Sn](Cl)Cl.[N:4]12[CH2:11][CH2:10][CH:7]([CH2:8][CH2:9]1)[C@@H:6]([NH:12][C:13]([C:15]1[O:16][C:17]3[CH:23]=[C:22]([N+:24]([O-])=O)[CH:21]=[CH:20][C:18]=3[CH:19]=1)=[O:14])[CH2:5]2. (8) The reactants are: [NH2:1][C:2]1[NH:6][N:5]=[C:4]([OH:7])[CH:3]=1.O.C1(C)C=CC(S(O)(=O)=O)=CC=1.[O:20]([CH2:27][CH2:28]O)[C:21]1[CH:26]=[CH:25][CH:24]=[CH:23][CH:22]=1. Given the product [O:20]([CH2:27][CH2:28][O:7][C:4]1[CH:3]=[C:2]([NH2:1])[NH:6][N:5]=1)[C:21]1[CH:26]=[CH:25][CH:24]=[CH:23][CH:22]=1, predict the reactants needed to synthesize it. (9) Given the product [CH:1]([O:4][C:5]1[CH:13]=[CH:12][C:11]([S:14]([CH3:17])(=[O:16])=[O:15])=[CH:10][C:6]=1[C:7]([N:29]1[CH2:30][CH2:31][N:26]([C:24]2[S:25][C:21]([C:20]([F:33])([F:19])[F:32])=[CH:22][N:23]=2)[CH2:27][CH2:28]1)=[O:9])([CH3:2])[CH3:3], predict the reactants needed to synthesize it. The reactants are: [CH:1]([O:4][C:5]1[CH:13]=[CH:12][C:11]([S:14]([CH3:17])(=[O:16])=[O:15])=[CH:10][C:6]=1[C:7]([OH:9])=O)([CH3:3])[CH3:2].Cl.[F:19][C:20]([F:33])([F:32])[C:21]1[S:25][C:24]([N:26]2[CH2:31][CH2:30][NH:29][CH2:28][CH2:27]2)=[N:23][CH:22]=1. (10) Given the product [OH:8][N:9]1[C:14]2[N:15]=[CH:16][N:17]=[C:18]([CH3:19])[C:13]=2[C:12]([NH:20][CH2:21][C:22]2[CH:27]=[CH:26][C:25]([CH3:28])=[CH:24][CH:23]=2)=[CH:11][C:10]1=[O:29], predict the reactants needed to synthesize it. The reactants are: C([O:8][N:9]1[C:14]2[N:15]=[CH:16][N:17]=[C:18]([CH3:19])[C:13]=2[C:12]([NH:20][CH2:21][C:22]2[CH:27]=[CH:26][C:25]([CH3:28])=[CH:24][CH:23]=2)=[CH:11][C:10]1=[O:29])C1C=CC=CC=1.CO.[H][H].